Dataset: Forward reaction prediction with 1.9M reactions from USPTO patents (1976-2016). Task: Predict the product of the given reaction. The product is: [CH3:21][O:20][C:3]1[C:4]([CH:14]([OH:19])[C:15]([F:18])([F:16])[F:17])=[CH:5][C:6]([N:8]2[CH2:13][CH2:12][O:11][CH2:10][CH2:9]2)=[CH:7][C:2]=1[NH:1][C:23](=[O:24])[O:25][CH2:26][C:27]([Cl:30])([Cl:29])[Cl:28]. Given the reactants [NH2:1][C:2]1[C:3]([O:20][CH3:21])=[C:4]([CH:14]([OH:19])[C:15]([F:18])([F:17])[F:16])[CH:5]=[C:6]([N:8]2[CH2:13][CH2:12][O:11][CH2:10][CH2:9]2)[CH:7]=1.Cl[C:23]([O:25][CH2:26][C:27]([Cl:30])([Cl:29])[Cl:28])=[O:24].C(N(CC)C(C)C)(C)C.O, predict the reaction product.